Dataset: Catalyst prediction with 721,799 reactions and 888 catalyst types from USPTO. Task: Predict which catalyst facilitates the given reaction. Reactant: N[C:2]1[CH:18]=[C:17]([C:19]#[N:20])[CH:16]=[CH:15][C:3]=1[CH2:4][NH:5][C:6](=[O:14])[C:7]1[CH:12]=[CH:11][CH:10]=[C:9]([CH3:13])[CH:8]=1.[N:21]1C=CC=CC=1.O1CCOCC1.[C:33]1([CH2:39][C:40](Cl)=[O:41])[CH:38]=[CH:37][CH:36]=[CH:35][CH:34]=1. Product: [C:19]([C:17]1[CH:16]=[CH:15][C:3]([CH:4]([NH:21][C:40](=[O:41])[CH2:39][C:33]2[CH:38]=[CH:37][CH:36]=[CH:35][CH:34]=2)[NH:5][C:6](=[O:14])[C:7]2[CH:12]=[CH:11][CH:10]=[C:9]([CH3:13])[CH:8]=2)=[CH:2][CH:18]=1)#[N:20]. The catalyst class is: 2.